From a dataset of Catalyst prediction with 721,799 reactions and 888 catalyst types from USPTO. Predict which catalyst facilitates the given reaction. (1) Reactant: [CH3:1][Si](C=[N+]=[N-])(C)C.[Br:8][C:9]1[N:10]([CH2:28][CH2:29][C:30]([OH:32])=[O:31])[C:11]2[C:16]([C:17]=1[CH:18]1[CH2:23][CH2:22][CH2:21][CH2:20][CH2:19]1)=[CH:15][CH:14]=[C:13]([C:24]([O:26][CH3:27])=[O:25])[CH:12]=2. Product: [Br:8][C:9]1[N:10]([CH2:28][CH2:29][C:30]([O:32][CH3:1])=[O:31])[C:11]2[C:16]([C:17]=1[CH:18]1[CH2:19][CH2:20][CH2:21][CH2:22][CH2:23]1)=[CH:15][CH:14]=[C:13]([C:24]([O:26][CH3:27])=[O:25])[CH:12]=2. The catalyst class is: 224. (2) Product: [C:24]([NH:32][NH:33][C:2](=[S:3])[NH:1][C:4]1[CH:5]=[CH:6][C:7]([CH3:23])=[C:8]([C:10]2[C:11](=[O:22])[N:12]([CH3:21])[C:13]3[C:18]([CH:19]=2)=[CH:17][N:16]=[C:15]([CH3:20])[CH:14]=3)[CH:9]=1)(=[O:31])[C:25]1[CH:30]=[CH:29][CH:28]=[CH:27][CH:26]=1. Reactant: [N:1]([C:4]1[CH:5]=[CH:6][C:7]([CH3:23])=[C:8]([C:10]2[C:11](=[O:22])[N:12]([CH3:21])[C:13]3[C:18]([CH:19]=2)=[CH:17][N:16]=[C:15]([CH3:20])[CH:14]=3)[CH:9]=1)=[C:2]=[S:3].[C:24]([NH:32][NH2:33])(=[O:31])[C:25]1[CH:30]=[CH:29][CH:28]=[CH:27][CH:26]=1. The catalyst class is: 14. (3) Reactant: [NH2:1][CH2:2][CH2:3][C:4]1[CH:9]=[CH:8][C:7]([S:10][C:11]([CH3:20])([CH3:19])[C:12]([O:14][C:15]([CH3:18])([CH3:17])[CH3:16])=[O:13])=[CH:6][CH:5]=1.[CH:21](=O)[C:22]1[O:26][CH:25]=[CH:24][CH:23]=1.C([BH3-])#N.[Na+].Cl. Product: [O:26]1[CH:25]=[CH:24][CH:23]=[C:22]1[CH2:21][NH:1][CH2:2][CH2:3][C:4]1[CH:5]=[CH:6][C:7]([S:10][C:11]([CH3:20])([CH3:19])[C:12]([O:14][C:15]([CH3:18])([CH3:17])[CH3:16])=[O:13])=[CH:8][CH:9]=1. The catalyst class is: 130. (4) The catalyst class is: 17. Reactant: [S:1](Cl)([C:4]1[CH:10]=[CH:9][C:7]([CH3:8])=[CH:6][CH:5]=1)(=[O:3])=[O:2].[CH3:12][CH:13]([OH:17])[CH2:14][CH:15]=[CH2:16].Cl. Product: [C:7]1([CH3:8])[CH:9]=[CH:10][C:4]([S:1]([O:17][CH:13]([CH2:14][CH:15]=[CH2:16])[CH3:12])(=[O:3])=[O:2])=[CH:5][CH:6]=1. (5) Reactant: [CH2:1]([O:8][C:9]1[C:10]([CH3:23])=[C:11]2[C:15](=[CH:16][CH:17]=1)[NH:14][C:13]([C:18]([O:20][CH2:21][CH3:22])=[O:19])=[CH:12]2)[C:2]1[CH:7]=[CH:6][CH:5]=[CH:4][CH:3]=1.[H-].[Na+].[CH3:26]I.[Cl-].[Na+]. Product: [CH2:1]([O:8][C:9]1[C:10]([CH3:23])=[C:11]2[C:15](=[CH:16][CH:17]=1)[N:14]([CH3:26])[C:13]([C:18]([O:20][CH2:21][CH3:22])=[O:19])=[CH:12]2)[C:2]1[CH:3]=[CH:4][CH:5]=[CH:6][CH:7]=1. The catalyst class is: 9. (6) Reactant: Br[C:2]1[N:7]=[CH:6][C:5]2[N:8]=[C:9]([CH2:14][O:15][CH:16]3[CH2:21][CH2:20][CH2:19][CH2:18][O:17]3)[N:10]([CH:11]([CH3:13])[CH3:12])[C:4]=2[CH:3]=1.[NH2:22][C:23]1[CH:28]=[CH:27][N:26]=[C:25]([Cl:29])[N:24]=1.C1(P(C2C=CC=CC=2)C2C3OC4C(=CC=CC=4P(C4C=CC=CC=4)C4C=CC=CC=4)C(C)(C)C=3C=CC=2)C=CC=CC=1.C(=O)([O-])[O-].[Cs+].[Cs+]. Product: [Cl:29][C:25]1[N:24]=[C:23]([NH:22][C:2]2[N:7]=[CH:6][C:5]3[N:8]=[C:9]([CH2:14][O:15][CH:16]4[CH2:21][CH2:20][CH2:19][CH2:18][O:17]4)[N:10]([CH:11]([CH3:13])[CH3:12])[C:4]=3[CH:3]=2)[CH:28]=[CH:27][N:26]=1. The catalyst class is: 102. (7) Reactant: Cl[C:2]1[N:7]=[C:6]([NH2:8])[N:5]=[C:4]([NH:9][CH2:10][CH2:11][C:12]2[CH:17]=[CH:16][C:15]([Cl:18])=[CH:14][CH:13]=2)[CH:3]=1.[F:19][C:20]([F:31])([F:30])[C:21]1[CH:22]=[C:23](B(O)O)[CH:24]=[CH:25][CH:26]=1.C(=O)([O-])[O-].[K+].[K+]. Product: [Cl:18][C:15]1[CH:16]=[CH:17][C:12]([CH2:11][CH2:10][NH:9][C:4]2[CH:3]=[C:2]([C:25]3[CH:24]=[CH:23][CH:22]=[C:21]([C:20]([F:31])([F:30])[F:19])[CH:26]=3)[N:7]=[C:6]([NH2:8])[N:5]=2)=[CH:13][CH:14]=1. The catalyst class is: 38.